From a dataset of hERG Central: cardiac toxicity at 1µM, 10µM, and general inhibition. Predict hERG channel inhibition at various concentrations. (1) The compound is CN1C2CCC1CC(NC(=O)CSCc1ccc(Cl)cc1Cl)C2. Results: hERG_inhib (hERG inhibition (general)): blocker. (2) The molecule is CN(C)CCNc1ncnc2oc(-c3ccccc3)c(-c3ccccc3)c12. Results: hERG_inhib (hERG inhibition (general)): blocker.